From a dataset of Full USPTO retrosynthesis dataset with 1.9M reactions from patents (1976-2016). Predict the reactants needed to synthesize the given product. (1) Given the product [Cl:1][CH:2]([Cl:21])[C:3]([N:5]1[C@H:9]([CH2:10][F:11])[C@@H:8]([C:12]2[CH:17]=[CH:16][C:15]([C:27]3[CH:28]=[N:29][C:24]([CH2:23][OH:22])=[CH:25][CH:26]=3)=[CH:14][CH:13]=2)[O:7][C:6]1([CH3:20])[CH3:19])=[O:4], predict the reactants needed to synthesize it. The reactants are: [Cl:1][CH:2]([Cl:21])[C:3]([N:5]1[C@H:9]([CH2:10][F:11])[C@@H:8]([C:12]2[CH:17]=[CH:16][C:15](I)=[CH:14][CH:13]=2)[O:7][C:6]1([CH3:20])[CH3:19])=[O:4].[OH:22][CH2:23][C:24]1[N:29]=[CH:28][C:27](B(O)O)=[CH:26][CH:25]=1. (2) The reactants are: [H-].C([Al+]CC(C)C)C(C)C.C([O:13][C:14]([C:16]1[CH:21]=[CH:20][C:19]([N+:22]([O-:24])=[O:23])=[CH:18][N:17]=1)=O)C. Given the product [N+:22]([C:19]1[CH:20]=[CH:21][C:16]([CH2:14][OH:13])=[N:17][CH:18]=1)([O-:24])=[O:23], predict the reactants needed to synthesize it.